Dataset: Full USPTO retrosynthesis dataset with 1.9M reactions from patents (1976-2016). Task: Predict the reactants needed to synthesize the given product. (1) Given the product [CH3:19][O:18][C:16]1[CH:17]=[C:12]([C:10]2[CH:11]=[C:6]3[C:7](=[CH:8][C:9]=2[F:22])[N:23]=[C:29]([OH:34])[N:26]=[CH:2]3)[CH:13]=[C:14]([O:20][CH3:21])[CH:15]=1, predict the reactants needed to synthesize it. The reactants are: O1CCO[CH:2]1[C:6]1[C:7]([NH2:23])=[CH:8][C:9]([F:22])=[C:10]([C:12]2[CH:17]=[C:16]([O:18][CH3:19])[CH:15]=[C:14]([O:20][CH3:21])[CH:13]=2)[CH:11]=1.C([N:26]([CH2:29]C)CC)C.ClC(Cl)([O:34]C(=O)OC(Cl)(Cl)Cl)Cl.N.CO.Cl. (2) The reactants are: C(OC(=O)[NH:7][CH2:8][C:9]1[CH:10]=[N:11][CH:12]=[C:13]([C:15]2[CH:20]=[CH:19][CH:18]=[C:17]([CH2:21][NH:22][C:23]3[N:28]=[C:27]([NH:29][CH2:30][CH:31]4[CH2:36][CH2:35][CH:34]([CH2:37][OH:38])[CH2:33][CH2:32]4)[C:26]([N+:39]([O-:41])=[O:40])=[CH:25][N:24]=3)[C:16]=2[CH3:42])[CH:14]=1)(C)(C)C.Cl.O1CCOCC1. Given the product [NH2:7][CH2:8][C:9]1[CH:14]=[C:13]([C:15]2[C:16]([CH3:42])=[C:17]([CH:18]=[CH:19][CH:20]=2)[CH2:21][NH:22][C:23]2[N:28]=[C:27]([NH:29][CH2:30][C@H:31]3[CH2:32][CH2:33][C@H:34]([CH2:37][OH:38])[CH2:35][CH2:36]3)[C:26]([N+:39]([O-:41])=[O:40])=[CH:25][N:24]=2)[CH:12]=[N:11][CH:10]=1, predict the reactants needed to synthesize it. (3) Given the product [NH2:23][C:19]1[C:18]([O:26][CH3:27])=[C:17]2[C:22](=[CH:21][CH:20]=1)[C:12]1([O:11][C:10](=[O:28])[N:9]([CH2:8][C:7]([N:6]([C@H:4]([CH:1]3[CH2:3][CH2:2]3)[CH3:5])[CH2:30][C:31]3[CH:36]=[CH:35][C:34]([F:37])=[CH:33][CH:32]=3)=[O:29])[C:13]1=[O:14])[CH2:15][CH2:16]2, predict the reactants needed to synthesize it. The reactants are: [CH:1]1([C@@H:4]([N:6]([CH2:30][C:31]2[CH:36]=[CH:35][C:34]([F:37])=[CH:33][CH:32]=2)[C:7](=[O:29])[CH2:8][N:9]2[C:13](=[O:14])[C:12]3([C:22]4[C:17](=[C:18]([O:26][CH3:27])[C:19]([N+:23]([O-])=O)=[CH:20][CH:21]=4)[CH2:16][CH2:15]3)[O:11][C:10]2=[O:28])[CH3:5])[CH2:3][CH2:2]1. (4) Given the product [CH:1]1([CH2:7][C@H:8]([NH:21][C:22]([C:24]2[CH:25]=[C:26]([CH:31]=[CH:32][CH:33]=2)[C:27]([OH:29])=[O:28])=[O:23])[CH2:9][N:10]([CH3:20])[C:11]([O:13][CH2:14][CH2:15][Si:16]([CH3:17])([CH3:18])[CH3:19])=[O:12])[CH2:6][CH2:5][CH2:4][CH2:3][CH2:2]1, predict the reactants needed to synthesize it. The reactants are: [CH:1]1([CH2:7][C@H:8]([NH:21][C:22]([C:24]2[CH:25]=[C:26]([CH:31]=[CH:32][CH:33]=2)[C:27]([O:29]C)=[O:28])=[O:23])[CH2:9][N:10]([CH3:20])[C:11]([O:13][CH2:14][CH2:15][Si:16]([CH3:19])([CH3:18])[CH3:17])=[O:12])[CH2:6][CH2:5][CH2:4][CH2:3][CH2:2]1.O[Li].O. (5) Given the product [F:11][C:9]([F:10])([F:12])[C:7]1[CH:6]=[C:5]([C@H:13]2[C@H:22]([C:23]([NH:62][N:63]3[CH2:68][CH2:67][O:66][CH2:65][CH2:64]3)=[O:24])[C:21]3[C:16](=[CH:17][CH:18]=[CH:19][CH:20]=3)[C:15](=[O:26])[NH:14]2)[CH:4]=[C:3]([C:2]([F:1])([F:28])[F:27])[CH:8]=1, predict the reactants needed to synthesize it. The reactants are: [F:1][C:2]([F:28])([F:27])[C:3]1[CH:4]=[C:5]([C@H:13]2[C@H:22]([C:23](O)=[O:24])[C:21]3[C:16](=[CH:17][CH:18]=[CH:19][CH:20]=3)[C:15](=[O:26])[NH:14]2)[CH:6]=[C:7]([C:9]([F:12])([F:11])[F:10])[CH:8]=1.C1CN([P+](ON2N=NC3C=CC=CC2=3)(N2CCCC2)N2CCCC2)CC1.F[P-](F)(F)(F)(F)F.[NH2:62][N:63]1[CH2:68][CH2:67][O:66][CH2:65][CH2:64]1.C(N(CC)C(C)C)(C)C. (6) Given the product [F:38][C:39]([F:48])([F:49])[O:40][C:41]1[CH:42]=[CH:43][C:44]([NH:45][C:17]([CH:14]2[CH2:13][CH2:12][N:11]([S:8]([C:5]3[CH:6]=[CH:7][C:2]([CH3:1])=[CH:3][CH:4]=3)(=[O:9])=[O:10])[CH2:16][CH2:15]2)=[O:18])=[CH:46][CH:47]=1, predict the reactants needed to synthesize it. The reactants are: [CH3:1][C:2]1[CH:7]=[CH:6][C:5]([S:8]([N:11]2[CH2:16][CH2:15][CH:14]([C:17](O)=[O:18])[CH2:13][CH2:12]2)(=[O:10])=[O:9])=[CH:4][CH:3]=1.ClC1N=C(OC)N=C(OC)N=1.CN1CCOCC1.[F:38][C:39]([F:49])([F:48])[O:40][C:41]1[CH:47]=[CH:46][C:44]([NH2:45])=[CH:43][CH:42]=1.